This data is from Forward reaction prediction with 1.9M reactions from USPTO patents (1976-2016). The task is: Predict the product of the given reaction. (1) The product is: [CH2:1]([O:8][C:9]([N:11]1[CH2:16][CH2:15][N:14]([C:18]2[CH:23]=[C:22]([CH3:24])[CH:21]=[CH:20][C:19]=2[N+:25]([O-:27])=[O:26])[CH2:13][CH2:12]1)=[O:10])[C:2]1[CH:7]=[CH:6][CH:5]=[CH:4][CH:3]=1. Given the reactants [CH2:1]([O:8][C:9]([N:11]1[CH2:16][CH2:15][NH:14][CH2:13][CH2:12]1)=[O:10])[C:2]1[CH:7]=[CH:6][CH:5]=[CH:4][CH:3]=1.F[C:18]1[CH:23]=[C:22]([CH3:24])[CH:21]=[CH:20][C:19]=1[N+:25]([O-:27])=[O:26].C(=O)([O-])[O-].[K+].[K+].O, predict the reaction product. (2) Given the reactants [OH-].[Na+].[CH2:3]1[CH:5]([NH:6][CH2:7][CH2:8][O:9][C:10]2[CH:15]=[CH:14][C:13]([C:16]3[CH:21]=[CH:20][C:19]([C:22]([O:24]CC)=[O:23])=[CH:18][CH:17]=3)=[CH:12][C:11]=2[C:27]2[CH:36]=[CH:35][C:34]3[C:33]([CH3:38])([CH3:37])[CH2:32][CH2:31][C:30]([CH3:40])([CH3:39])[C:29]=3[CH:28]=2)[CH2:4]1, predict the reaction product. The product is: [CH2:4]1[CH:5]([NH:6][CH2:7][CH2:8][O:9][C:10]2[CH:15]=[CH:14][C:13]([C:16]3[CH:21]=[CH:20][C:19]([C:22]([OH:24])=[O:23])=[CH:18][CH:17]=3)=[CH:12][C:11]=2[C:27]2[CH:36]=[CH:35][C:34]3[C:33]([CH3:38])([CH3:37])[CH2:32][CH2:31][C:30]([CH3:40])([CH3:39])[C:29]=3[CH:28]=2)[CH2:3]1.